This data is from Catalyst prediction with 721,799 reactions and 888 catalyst types from USPTO. The task is: Predict which catalyst facilitates the given reaction. (1) Reactant: [CH2:1]([NH:5][C:6](=[O:20])[O:7][C@H:8]1[C@H:12]([C:13]2[CH:18]=[CH:17][C:16]([F:19])=[CH:15][CH:14]=2)[CH2:11][NH:10][CH2:9]1)[CH2:2][CH2:3][CH3:4].C(N(CC)CC)C.[CH3:28][N:29]1[CH:33]=[C:32]([S:34](Cl)(=[O:36])=[O:35])[N:31]=[CH:30]1. Product: [CH2:1]([NH:5][C:6](=[O:20])[O:7][C@H:8]1[C@H:12]([C:13]2[CH:14]=[CH:15][C:16]([F:19])=[CH:17][CH:18]=2)[CH2:11][N:10]([S:34]([C:32]2[N:31]=[CH:30][N:29]([CH3:28])[CH:33]=2)(=[O:36])=[O:35])[CH2:9]1)[CH2:2][CH2:3][CH3:4]. The catalyst class is: 112. (2) Reactant: [F:1][C:2]1[C:3]([OH:9])=[N:4][C:5]([F:8])=[CH:6][CH:7]=1.C(N(CC)CC)C.[F:17][C:18]([F:31])([F:30])[S:19](O[S:19]([C:18]([F:31])([F:30])[F:17])(=[O:21])=[O:20])(=[O:21])=[O:20].C(OCC)(=O)C. Product: [F:17][C:18]([F:31])([F:30])[S:19]([O:9][C:3]1[C:2]([F:1])=[CH:7][CH:6]=[C:5]([F:8])[N:4]=1)(=[O:21])=[O:20]. The catalyst class is: 2. (3) Reactant: [NH2:1][C:2]1[C:3](=[O:22])[N:4]([CH2:14][C:15]2[CH:20]=[CH:19][CH:18]=[CH:17][C:16]=2[F:21])[C:5](=[O:13])[N:6]([CH2:9][CH2:10][CH2:11][CH3:12])[C:7]=1N.[N:23]1[CH:28]=[CH:27][CH:26]=[CH:25][C:24]=1[NH:29][S:30]([C:33]1[CH:38]=[CH:37][C:36]([CH2:39][C:40](O)=[O:41])=[CH:35][CH:34]=1)(=[O:32])=[O:31].C(N(CC)C(C)C)(C)C.F[B-](F)(F)F.N1(OC(N(C)C)=[N+](C)C)C2C=CC=CC=2N=N1.Cl. Product: [CH2:9]([N:6]1[CH:7]=[C:2]([NH:1][C:40](=[O:41])[CH2:39][C:36]2[CH:35]=[CH:34][C:33]([S:30](=[O:31])(=[O:32])[NH:29][C:24]3[CH:25]=[CH:26][CH:27]=[CH:28][N:23]=3)=[CH:38][CH:37]=2)[C:3](=[O:22])[N:4]([CH2:14][C:15]2[CH:20]=[CH:19][CH:18]=[CH:17][C:16]=2[F:21])[C:5]1=[O:13])[CH2:10][CH2:11][CH3:12]. The catalyst class is: 35.